This data is from Full USPTO retrosynthesis dataset with 1.9M reactions from patents (1976-2016). The task is: Predict the reactants needed to synthesize the given product. (1) The reactants are: O[C:2]1([C:15]2[N:16]=[CH:17][NH:18][CH:19]=2)[CH2:7][CH2:6][N:5](C(OC(C)(C)C)=O)[CH2:4][CH2:3]1.[ClH:20]. Given the product [ClH:20].[NH:18]1[CH:19]=[C:15]([C:2]2[CH2:7][CH2:6][NH:5][CH2:4][CH:3]=2)[N:16]=[CH:17]1, predict the reactants needed to synthesize it. (2) Given the product [C:4]([O:3][C:1]([N:8]([CH2:21][CH2:22][C:23]#[C:24][C:40]1[CH:41]=[C:42]([Cl:45])[CH:43]=[CH:44][C:39]=1[NH:38][CH:25]([C:32]1[CH:33]=[CH:34][CH:35]=[CH:36][CH:37]=1)[C:26]1[CH:31]=[CH:30][CH:29]=[CH:28][CH:27]=1)[S:9]([CH2:12][C:13]1[CH:18]=[CH:17][C:16]([Cl:19])=[C:15]([Cl:20])[CH:14]=1)(=[O:11])=[O:10])=[O:2])([CH3:7])([CH3:6])[CH3:5], predict the reactants needed to synthesize it. The reactants are: [C:1]([N:8]([CH2:21][CH2:22][C:23]#[CH:24])[S:9]([CH2:12][C:13]1[CH:18]=[CH:17][C:16]([Cl:19])=[C:15]([Cl:20])[CH:14]=1)(=[O:11])=[O:10])([O:3][C:4]([CH3:7])([CH3:6])[CH3:5])=[O:2].[CH:25]([NH:38][C:39]1[CH:44]=[CH:43][C:42]([Cl:45])=[CH:41][C:40]=1I)([C:32]1[CH:37]=[CH:36][CH:35]=[CH:34][CH:33]=1)[C:26]1[CH:31]=[CH:30][CH:29]=[CH:28][CH:27]=1.C(N(CC)CC)C. (3) The reactants are: [C:1]([N:4]1[C:12]2[C:7](=[CH:8][C:9]([NH2:13])=[CH:10][CH:11]=2)[C:6]([NH:14][C:15](=[O:17])[CH3:16])=[N:5]1)(=[O:3])[CH3:2].[CH2:18]=[C:19]1[O:23][C:21](=[O:22])[CH2:20]1. Given the product [C:1]([N:4]1[C:12]2[C:7](=[CH:8][C:9]([NH:13][C:21](=[O:22])[CH2:20][C:19](=[O:23])[CH3:18])=[CH:10][CH:11]=2)[C:6]([NH:14][C:15](=[O:17])[CH3:16])=[N:5]1)(=[O:3])[CH3:2], predict the reactants needed to synthesize it. (4) Given the product [CH3:1][N:2]1[CH2:3][CH2:4][N:5]([C:8]2[N:13]3[C:14]([CH2:32][N:33]4[CH2:38][CH2:37][N:36]([CH3:39])[CH2:35][CH2:34]4)=[C:15]([CH2:17][N:18]4[C@H:31]5[C@H:22]([CH2:23][CH2:24][C:25]6[C:30]5=[N:29][CH:28]=[CH:27][CH:26]=6)[CH2:21][CH2:20][CH2:19]4)[N:16]=[C:12]3[CH:11]=[CH:10][CH:9]=2)[CH2:6][CH2:7]1, predict the reactants needed to synthesize it. The reactants are: [CH3:1][N:2]1[CH2:7][CH2:6][N:5]([C:8]2[N:13]3[CH:14]=[C:15]([CH2:17][N:18]4[C@H:31]5[C@H:22]([CH2:23][CH2:24][C:25]6[C:30]5=[N:29][CH:28]=[CH:27][CH:26]=6)[CH2:21][CH2:20][CH2:19]4)[N:16]=[C:12]3[CH:11]=[CH:10][CH:9]=2)[CH2:4][CH2:3]1.[CH3:32][N:33]1[CH2:38][CH2:37][NH:36][CH2:35][CH2:34]1.[C:39](O)(=O)C.C=O. (5) Given the product [N+:1]([C:4]1[CH:5]=[CH:6][C:7]([C:10]2[S:14][C:13]([C:15]([OH:17])=[O:16])=[N:12][CH:11]=2)=[CH:8][CH:9]=1)([O-:3])=[O:2], predict the reactants needed to synthesize it. The reactants are: [N+:1]([C:4]1[CH:9]=[CH:8][C:7]([C:10]2[S:14][C:13]([C:15]([O:17]CC)=[O:16])=[N:12][CH:11]=2)=[CH:6][CH:5]=1)([O-:3])=[O:2].[OH-].[Na+].Cl. (6) Given the product [Br:8][C:5]1[CH:6]=[CH:7][C:2]([NH:10][NH2:11])=[N:3][CH:4]=1, predict the reactants needed to synthesize it. The reactants are: Br[C:2]1[CH:7]=[CH:6][C:5]([Br:8])=[CH:4][N:3]=1.O.[NH2:10][NH2:11]. (7) Given the product [OH:2][C:3]1[CH:4]=[CH:5][C:6]2[O:12][C:11]3[CH:13]=[CH:14][CH:15]=[CH:16][C:10]=3[N:9]=[C:8]([C:17]3[CH:27]=[CH:26][C:20]([C:21]([O:23][CH2:24][CH3:25])=[O:22])=[CH:19][CH:18]=3)[C:7]=2[CH:28]=1, predict the reactants needed to synthesize it. The reactants are: C[O:2][C:3]1[CH:4]=[CH:5][C:6]2[O:12][C:11]3[CH:13]=[CH:14][CH:15]=[CH:16][C:10]=3[N:9]=[C:8]([C:17]3[CH:27]=[CH:26][C:20]([C:21]([O:23][CH2:24][CH3:25])=[O:22])=[CH:19][CH:18]=3)[C:7]=2[CH:28]=1.B(Br)(Br)Br.C(O)C.CO. (8) Given the product [C:19]([O:23][C:24]([N:26]1[CH2:27][CH2:28][C:29]([OH:32])([C:2]2[CH:7]=[CH:6][CH:5]=[CH:4][N:3]=2)[CH2:30][CH2:31]1)=[O:25])([CH3:22])([CH3:20])[CH3:21], predict the reactants needed to synthesize it. The reactants are: Br[C:2]1[CH:7]=[CH:6][CH:5]=[CH:4][N:3]=1.[Li]CCCC.CCCCCC.[C:19]([O:23][C:24]([N:26]1[CH2:31][CH2:30][C:29](=[O:32])[CH2:28][CH2:27]1)=[O:25])([CH3:22])([CH3:21])[CH3:20]. (9) Given the product [OH:32][NH:31][C:20]([C:18]1[CH:17]=[CH:16][C:14]2[CH2:15][N:9]([C:7]([N:1]3[CH2:2][CH2:3][O:4][CH2:5][CH2:6]3)=[O:8])[C@@H:10]([C:24]3[CH:25]=[CH:26][C:27]([CH3:30])=[CH:28][CH:29]=3)[CH2:11][O:12][C:13]=2[CH:19]=1)=[O:22], predict the reactants needed to synthesize it. The reactants are: [N:1]1([C:7]([N:9]2[CH2:15][C:14]3[CH:16]=[CH:17][C:18]([C:20]([O:22]C)=O)=[CH:19][C:13]=3[O:12][CH2:11][C@@H:10]2[C:24]2[CH:29]=[CH:28][C:27]([CH3:30])=[CH:26][CH:25]=2)=[O:8])[CH2:6][CH2:5][O:4][CH2:3][CH2:2]1.[NH2:31][OH:32].[OH-].[Na+].